From a dataset of Experimentally validated miRNA-target interactions with 360,000+ pairs, plus equal number of negative samples. Binary Classification. Given a miRNA mature sequence and a target amino acid sequence, predict their likelihood of interaction. (1) The miRNA is hsa-miR-1270 with sequence CUGGAGAUAUGGAAGAGCUGUGU. The protein sequence of the target gene is MVGGGGKRRPGGEGPQCEKTTDVKKSKFCEADVSSDLRKEVENHYKLSLPEDFYHFWKFCEELDPEKPSDSLSASLGLQLVGPYDILAGKHKTKKKSTGLNFNLHWRFYYDPPEFQTIIIGDNKTQYHMGYFRDSPDEFPVYVGINEAKKNCIIVPNGDNVFAAVKLFLTKKLREITDKKKINLLKNIDEKLTEAARELGYSLEQRTVKMKQRDKKVVTKTFHGAGLVVPVDKNDVGYRELPETDADLKRICKTIVEAASDEERLKAFAPIQEMMTFVQFANDECDYGMGLELGMDLFCY.... Result: 0 (no interaction). (2) The miRNA is hsa-miR-4753-5p with sequence CAAGGCCAAAGGAAGAGAACAG. The protein sequence of the target gene is METVPPAVDLVLGASACCLACVFTNPLEVVKTRLQLQGELQARGTYPRPYHGFIASVAAVARADGLWGLQKGLAAGLLYQGLMNGVRFYCYSLACQAGLTQQPGGTVVAGAVAGALGAFVGSPAYLIKTQLQAQTVAAVAVGHQHNHQTVLGALETIWRQQGLLGLWQGVGGAVPRVMVGSAAQLATFASAKAWVQKQQWLPEDSWLVALAGGMISSIAVVVVMTPFDVVSTRLYNQPVDTAGRGQLYGGLTDCMVKIWRQEGPLALYKGLGPAYLRLGPHTILSMLFWDELRKLAGRAQ.... Result: 1 (interaction). (3) The miRNA is mmu-miR-1843a-5p with sequence UAUGGAGGUCUCUGUCUGACU. The protein sequence of the target gene is MAKHKRKGLEGTGKESKRQKITPAEETPRTSEAGPDKETASTLVQEASPELSPEERRVLERKLKKERKKEEKKRLREAGIAATQTAKVQTLPAKPSAATLALEYLQGWAQKQESWRFQKTRQTWLLLHMYDEDKVPDEHFPTLLDYLEGLRGSARELTVRKAEALMQKLDEAEPEDSGGSPGKVQRLRQVLQLLS. Result: 0 (no interaction). (4) The miRNA is hsa-miR-1184 with sequence CCUGCAGCGACUUGAUGGCUUCC. The protein sequence of the target gene is MERLSQMAGRRAWCAEDSVPRQEEEDRTRPSKTVTFKDVAVDLTQEEWQQMKPAQRALYRDVMLETYSNLVTVGCQVTKPDVIFKLEQAEEPWVLEEEMFWRRSPEAARGRMKSFAFKDMAKDLRFEDVVIYFSLEEWECLRHSHRNLYRAVMLDNYSNLLSLSLADTKPRVVSLLEQGKEPWMVMRNETKIWHPDWVSRTEAKDSSKIKTLQEKMAKKHTCPTLEDSKTRGDREVTRELEGQQVHQEGHLRQAAVTSVERPDSVQCTAHREAHPGGKPCSSEKSQKTSLCQPPPIEREQ.... Result: 0 (no interaction). (5) Result: 1 (interaction). The miRNA is hsa-miR-3916 with sequence AAGAGGAAGAAAUGGCUGGUUCUCAG. The protein sequence of the target gene is MELGGHWDMNSAPRLVSETAERKQEQKTGTEAEAADSGAVGARRFLLCLYLVGFLDLFGVSMVVPLLSLHVKSLGASPTVAGIVGSSYGILQLFSSTLVGCWSDVVGRRSSLLACILLSALGYLLLGAATNVFLFVLARVPAGIFKHTLSISRALLSDVVPEKERPLVIGHFNTASGVGFILGPVVGGYLTELEDGFYLTAFICFLVFILNAGLVWFFPWREAKPGSTEKGLPLRKTHVLLGRSHDTVQEAATSRRARASKKTAQPWVEVVLALRNMKNLLFSEMWDIFLVRLLMAMAVM.... (6) Result: 0 (no interaction). The miRNA is hsa-miR-551a with sequence GCGACCCACUCUUGGUUUCCA. The protein sequence of the target gene is MALDGIRMPDGCYADGTWELSVHVTDLNRDVTLRVTGEVHIGGVMLKLVEKLDVKKDWSDHALWWEKKRTWLLKTHWTLDKCGIQADAKLQFTPQHKLLRLQLPNMKYVKVKVNFSDRVFKAVSDICKTFNIRHPEELSLLKKPRDPTKKKKKKLDDQSEDEALELEGPLIMPGSGSIYSSPGLYSKTMTPTYDAHDGSPLSPTSAWFGDSALSEGNPGILAVSQPVTSPEILAKMFKPQALLDKAKTNQGWLDSSRSLMEQDVKENEALLLRFKYYSFFDLNPKYDAIRINQLYEQAKW....